Dataset: Full USPTO retrosynthesis dataset with 1.9M reactions from patents (1976-2016). Task: Predict the reactants needed to synthesize the given product. (1) Given the product [NH2:12][C@@H:13]([CH2:14][S:15][CH2:7][C:6]1[CH:9]=[CH:10][C:3]([O:2][CH3:1])=[CH:4][CH:5]=1)[C:16]([OH:18])=[O:17], predict the reactants needed to synthesize it. The reactants are: [CH3:1][O:2][C:3]1[CH:10]=[CH:9][C:6]([CH2:7]O)=[CH:5][CH:4]=1.Cl.[NH2:12][C@H:13]([C:16]([OH:18])=[O:17])[CH2:14][SH:15].[OH-].[Na+]. (2) Given the product [Cl:3][C:18]1[C:17]2[C:12](=[CH:13][CH:14]=[CH:15][CH:16]=2)[N:11]2[N:20]=[N:21][N:22]=[C:10]2[C:9]=1[N+:6]([O-:8])=[O:7], predict the reactants needed to synthesize it. The reactants are: O=P(Cl)(Cl)[Cl:3].[N+:6]([C:9]1[C:10]2[N:11]([N:20]=[N:21][N:22]=2)[C:12]2[C:17]([C:18]=1O)=[CH:16][CH:15]=[CH:14][CH:13]=2)([O-:8])=[O:7]. (3) Given the product [Cl:15][C:12]1[CH:13]=[CH:14][C:9]([NH:8][C:6](=[O:7])[C:5]2[CH:22]=[CH:23][C:2]([N:28]3[CH2:27][CH:26]([CH3:25])[O:31][CH:30]([CH3:32])[CH2:29]3)=[N:3][C:4]=2[CH3:24])=[CH:10][C:11]=1[C:16]1[CH:21]=[CH:20][CH:19]=[CH:18][N:17]=1, predict the reactants needed to synthesize it. The reactants are: Cl[C:2]1[CH:23]=[CH:22][C:5]([C:6]([NH:8][C:9]2[CH:14]=[CH:13][C:12]([Cl:15])=[C:11]([C:16]3[CH:21]=[CH:20][CH:19]=[CH:18][N:17]=3)[CH:10]=2)=[O:7])=[C:4]([CH3:24])[N:3]=1.[CH3:25][CH:26]1[O:31][CH:30]([CH3:32])[CH2:29][NH:28][CH2:27]1. (4) Given the product [N:1]1[CH:2]=[CH:3][C:4]([C:7]2[C:8]3[S:16][CH:15]=[CH:14][C:9]=3[C:10](=[O:13])[N:11]([CH2:28][CH2:27][C:18]3[CH:19]=[CH:20][C:21]4[C:26](=[CH:25][CH:24]=[CH:23][CH:22]=4)[N:17]=3)[N:12]=2)=[CH:5][CH:6]=1, predict the reactants needed to synthesize it. The reactants are: [N:1]1[CH:6]=[CH:5][C:4]([C:7]2[C:8]3[S:16][CH:15]=[CH:14][C:9]=3[C:10](=[O:13])[NH:11][N:12]=2)=[CH:3][CH:2]=1.[N:17]1[C:26]2[C:21](=[CH:22][CH:23]=[CH:24][CH:25]=2)[CH:20]=[CH:19][C:18]=1[CH2:27][CH2:28]O.C1C=CC(P(C2C=CC=CC=2)C2C=CC=CC=2)=CC=1.CCOC(/N=N/C(OCC)=O)=O. (5) Given the product [C:9]([C@H:11]1[CH2:15][CH2:14][CH2:13][N:12]1[C:16](=[O:44])[CH2:17][CH2:18][C:19]1[N:20]=[C:21]([CH2:25][CH2:26][C:27]([N:29]2[CH2:33][CH2:32][CH2:31][C@@H:30]2[C:34]([OH:36])=[O:35])=[O:28])[CH:22]=[CH:23][CH:24]=1)([OH:10])=[O:8], predict the reactants needed to synthesize it. The reactants are: C([O:8][C:9]([C@H:11]1[CH2:15][CH2:14][CH2:13][N:12]1[C:16](=[O:44])[CH2:17][CH2:18][C:19]1[CH:24]=[CH:23][CH:22]=[C:21]([CH2:25][CH2:26][C:27]([N:29]2[CH2:33][CH2:32][CH2:31][C@@H:30]2[C:34]([O:36]CC2C=CC=CC=2)=[O:35])=[O:28])[N:20]=1)=[O:10])C1C=CC=CC=1. (6) Given the product [NH2:9][CH:8]([C:14]1[CH:19]=[CH:18][CH:17]=[CH:16][CH:15]=1)[C:3]1([N:2]([CH3:1])[CH2:10][CH2:11][O:12][CH3:13])[CH2:7][CH2:6][CH2:5][CH2:4]1, predict the reactants needed to synthesize it. The reactants are: [CH3:1][N:2]([CH2:10][CH2:11][O:12][CH3:13])[C:3]1([C:8]#[N:9])[CH2:7][CH2:6][CH2:5][CH2:4]1.[C:14]1([Li])[CH:19]=[CH:18][CH:17]=[CH:16][CH:15]=1.C(OCCCC)CCC.[BH4-].[Na+].NC(C1C=CC=CC=1)C1(N(C)C)CCCC1. (7) Given the product [CH3:29][O:28][C:18]1[CH:17]=[C:16]([NH:15][C:12]2[S:13][CH:14]=[C:10]([C@@H:5]([NH:4][CH2:37][CH2:36][C:30]3[CH:35]=[CH:34][CH:33]=[CH:32][CH:31]=3)[CH2:6][CH:7]([CH3:8])[CH3:9])[N:11]=2)[CH:21]=[CH:20][C:19]=1[N:22]1[CH:26]=[C:25]([CH3:27])[N:24]=[CH:23]1, predict the reactants needed to synthesize it. The reactants are: Cl.Cl.Cl.[NH2:4][C@H:5]([C:10]1[N:11]=[C:12]([NH:15][C:16]2[CH:21]=[CH:20][C:19]([N:22]3[CH:26]=[C:25]([CH3:27])[N:24]=[CH:23]3)=[C:18]([O:28][CH3:29])[CH:17]=2)[S:13][CH:14]=1)[CH2:6][CH:7]([CH3:9])[CH3:8].[C:30]1([CH2:36][CH:37]=O)[CH:35]=[CH:34][CH:33]=[CH:32][CH:31]=1. (8) Given the product [OH:44][C:41]1[CH:42]=[CH:43][C:38]([C:37](=[C:45]2[CH2:46][C:47]([CH3:53])([CH3:54])[O:48][C:49]([CH3:51])([CH3:52])[CH2:50]2)[C:34]2[CH:33]=[CH:32][C:31](/[CH:15]=[CH:16]/[C:17]([O:19][CH2:20][CH3:21])=[O:18])=[CH:36][CH:35]=2)=[CH:39][CH:40]=1, predict the reactants needed to synthesize it. The reactants are: OC1C=CC(C(=C2CCOCC2)C2C=CC(/[CH:15]=[CH:16]/[C:17]([O:19][C:20](C)(C)[CH3:21])=[O:18])=CC=2)=CC=1.Br[C:31]1[CH:36]=[CH:35][C:34]([C:37](=[C:45]2[CH2:50][C:49]([CH3:52])([CH3:51])[O:48][C:47]([CH3:54])([CH3:53])[CH2:46]2)[C:38]2[CH:43]=[CH:42][C:41]([OH:44])=[CH:40][CH:39]=2)=[CH:33][CH:32]=1.C(OCC)(=O)C=C.CC1C=CC=CC=1P(C1C=CC=CC=1C)C1C=CC=CC=1C.CCN(CC)CC. (9) Given the product [CH2:4]([O:6][C:7]([C@@H:9]1[C@H:11]([C:12]2[CH:17]=[CH:16][CH:15]=[CH:14][CH:13]=2)[C@H:10]1[C:18]1[CH:23]=[CH:22][CH:21]=[C:20]([C:26]2[N:31]=[CH:30][C:29]([CH3:32])=[CH:28][N:27]=2)[CH:19]=1)=[O:8])[CH3:5], predict the reactants needed to synthesize it. The reactants are: B([O-])[O-].[CH2:4]([O:6][C:7]([C@@H:9]1[C@H:11]([C:12]2[CH:17]=[CH:16][CH:15]=[CH:14][CH:13]=2)[C@H:10]1[C:18]1[CH:23]=[CH:22][CH:21]=[C:20](Br)[CH:19]=1)=[O:8])[CH3:5].Cl[C:26]1[N:31]=[CH:30][C:29]([CH3:32])=[CH:28][N:27]=1.